This data is from NCI-60 drug combinations with 297,098 pairs across 59 cell lines. The task is: Regression. Given two drug SMILES strings and cell line genomic features, predict the synergy score measuring deviation from expected non-interaction effect. (1) Drug 1: C(CC(=O)O)C(=O)CN.Cl. Drug 2: COC1=C2C(=CC3=C1OC=C3)C=CC(=O)O2. Cell line: OVCAR-5. Synergy scores: CSS=21.2, Synergy_ZIP=0.443, Synergy_Bliss=1.49, Synergy_Loewe=4.29, Synergy_HSA=2.99. (2) Drug 1: COC1=C(C=C2C(=C1)N=CN=C2NC3=CC(=C(C=C3)F)Cl)OCCCN4CCOCC4. Drug 2: CCC1(CC2CC(C3=C(CCN(C2)C1)C4=CC=CC=C4N3)(C5=C(C=C6C(=C5)C78CCN9C7C(C=CC9)(C(C(C8N6C=O)(C(=O)OC)O)OC(=O)C)CC)OC)C(=O)OC)O.OS(=O)(=O)O. Cell line: SK-MEL-5. Synergy scores: CSS=64.3, Synergy_ZIP=13.0, Synergy_Bliss=11.7, Synergy_Loewe=1.99, Synergy_HSA=13.5. (3) Drug 1: CC(C)(C#N)C1=CC(=CC(=C1)CN2C=NC=N2)C(C)(C)C#N. Drug 2: CC=C1C(=O)NC(C(=O)OC2CC(=O)NC(C(=O)NC(CSSCCC=C2)C(=O)N1)C(C)C)C(C)C. Cell line: SF-539. Synergy scores: CSS=50.0, Synergy_ZIP=-2.01, Synergy_Bliss=-1.68, Synergy_Loewe=-24.2, Synergy_HSA=-1.38. (4) Drug 1: C1=CC(=C2C(=C1NCCNCCO)C(=O)C3=C(C=CC(=C3C2=O)O)O)NCCNCCO. Drug 2: C1=CN(C(=O)N=C1N)C2C(C(C(O2)CO)O)O.Cl. Cell line: NCI-H322M. Synergy scores: CSS=26.3, Synergy_ZIP=-7.10, Synergy_Bliss=2.06, Synergy_Loewe=-2.05, Synergy_HSA=4.39. (5) Drug 1: COC1=C(C=C2C(=C1)N=CN=C2NC3=CC(=C(C=C3)F)Cl)OCCCN4CCOCC4. Drug 2: COCCOC1=C(C=C2C(=C1)C(=NC=N2)NC3=CC=CC(=C3)C#C)OCCOC.Cl. Cell line: EKVX. Synergy scores: CSS=33.8, Synergy_ZIP=-6.06, Synergy_Bliss=0.205, Synergy_Loewe=2.78, Synergy_HSA=5.24.